From a dataset of Full USPTO retrosynthesis dataset with 1.9M reactions from patents (1976-2016). Predict the reactants needed to synthesize the given product. (1) Given the product [C:1](/[C:3](=[C:7](\[C:11]1[CH:16]=[CH:15][C:14]([O:17][CH2:18][O:19][CH3:20])=[CH:13][CH:12]=1)/[CH:8]([CH3:10])[CH3:9])/[C:4]([NH:51][CH2:42][CH2:43][CH2:44][CH2:45][CH2:46][CH2:47][CH2:48][CH2:49][CH3:50])=[O:6])#[N:2], predict the reactants needed to synthesize it. The reactants are: [C:1](/[C:3](=[C:7](\[C:11]1[CH:16]=[CH:15][C:14]([O:17][CH2:18][O:19][CH3:20])=[CH:13][CH:12]=1)/[CH:8]([CH3:10])[CH3:9])/[C:4]([OH:6])=O)#[N:2].CCN=C=NCCCN(C)C.C1C=CC2N(O)N=NC=2C=1.[CH2:42]([NH2:51])[CH2:43][CH2:44][CH2:45][CH2:46][CH2:47][CH2:48][CH2:49][CH3:50]. (2) Given the product [CH3:1][N:2]([CH3:13])[C:3]1[C:4]([CH3:12])=[C:5]([CH:6]=[CH:7][CH:8]=1)[NH2:9], predict the reactants needed to synthesize it. The reactants are: [CH3:1][N:2]([CH3:13])[C:3]1[CH:8]=[CH:7][CH:6]=[C:5]([N+:9]([O-])=O)[C:4]=1[CH3:12]. (3) Given the product [OH:2][C:3]1[CH:8]=[CH:7][C:6]([N:9]2[CH2:10][CH2:11][N:12]([C:15]3[CH:16]=[CH:17][C:18]([N:21]4[C:25](=[O:26])[N:24]([CH3:27])[N:23]=[CH:22]4)=[CH:19][CH:20]=3)[CH2:13][CH2:14]2)=[CH:5][CH:4]=1, predict the reactants needed to synthesize it. The reactants are: C[O:2][C:3]1[CH:8]=[CH:7][C:6]([N:9]2[CH2:14][CH2:13][N:12]([C:15]3[CH:20]=[CH:19][C:18]([N:21]4[C:25](=[O:26])[N:24]([CH3:27])[N:23]=[CH:22]4)=[CH:17][CH:16]=3)[CH2:11][CH2:10]2)=[CH:5][CH:4]=1. (4) Given the product [CH:14]1([C@:11]([OH:13])([CH3:12])[CH2:10][NH:9][C:7](=[O:8])[C:6]2[CH:17]=[C:2]([C:32]3[CH:31]=[CH:30][C:29]([Cl:28])=[C:34]([Cl:35])[CH:33]=3)[C:3]([O:22][CH2:23][C:24]([F:27])([F:26])[F:25])=[N:4][C:5]=2[C:18]([F:21])([F:20])[F:19])[CH2:16][CH2:15]1, predict the reactants needed to synthesize it. The reactants are: Br[C:2]1[C:3]([O:22][CH2:23][C:24]([F:27])([F:26])[F:25])=[N:4][C:5]([C:18]([F:21])([F:20])[F:19])=[C:6]([CH:17]=1)[C:7]([NH:9][CH2:10][C@@:11]([CH:14]1[CH2:16][CH2:15]1)([OH:13])[CH3:12])=[O:8].[Cl:28][C:29]1[CH:30]=[C:31](B(O)O)[CH:32]=[CH:33][C:34]=1[Cl:35].